Dataset: Reaction yield outcomes from USPTO patents with 853,638 reactions. Task: Predict the reaction yield, written as a fraction of the theoretical maximum amount of product (1.0 means a 100% yield; for example, 0.34 means a 34% yield). (1) The reactants are [NH:1]1[C:5]2[CH:6]=[CH:7][C:8]([C:10]([OH:12])=O)=[CH:9][C:4]=2[N:3]=[CH:2]1.[CH3:13][O:14][C:15]1[CH:16]=[CH:17][C:18]2[CH2:27][CH2:26][C@H:25]3[C@H:20]([CH2:21][CH2:22][CH2:23][NH:24]3)[C:19]=2[CH:28]=1. No catalyst specified. The product is [NH:1]1[C:5]2[CH:6]=[CH:7][C:8]([C:10]([N:24]3[C@@H:25]4[C@@H:20]([C:19]5[CH:28]=[C:15]([O:14][CH3:13])[CH:16]=[CH:17][C:18]=5[CH2:27][CH2:26]4)[CH2:21][CH2:22][CH2:23]3)=[O:12])=[CH:9][C:4]=2[N:3]=[CH:2]1. The yield is 0.690. (2) The catalyst is C(Cl)Cl.O. The product is [O:6]([C@H:14]([C@@H:22]([O:25][Si:26]([C:29]([CH3:32])([CH3:31])[CH3:30])([CH3:27])[CH3:28])[CH:23]=[O:24])[CH2:15][CH2:16][CH2:17][C:18]([O:20][CH3:21])=[O:19])[Si:7]([C:10]([CH3:11])([CH3:13])[CH3:12])([CH3:9])[CH3:8]. The reactants are [Cl-].CS(C)=O.[O:6]([C@H:14]([C@H:22]([O:25][Si:26]([C:29]([CH3:32])([CH3:31])[CH3:30])([CH3:28])[CH3:27])[CH2:23][OH:24])[CH2:15][CH2:16][CH2:17][C:18]([O:20][CH3:21])=[O:19])[Si:7]([C:10]([CH3:13])([CH3:12])[CH3:11])([CH3:9])[CH3:8].C(N(CC)CC)C. The yield is 0.890. (3) The reactants are [NH2:1][C:2]1[CH:3]=[C:4]([CH:17]=[CH:18][C:19]=1[NH2:20])[CH2:5][N:6]1[C:14](=[O:15])[C:13]2[C:8](=[CH:9][CH:10]=[CH:11][CH:12]=2)[C:7]1=[O:16].C(O[C:24]([CH2:26][C:27]1[N:31]([CH3:32])[C:30]2[CH:33]=[CH:34][C:35]([C:37]([OH:39])=[O:38])=[CH:36][C:29]=2[N:28]=1)=O)C. No catalyst specified. The product is [O:16]=[C:7]1[C:8]2[C:13](=[CH:12][CH:11]=[CH:10][CH:9]=2)[C:14](=[O:15])[N:6]1[CH2:5][C:4]1[CH:17]=[CH:18][C:19]2[NH:20][C:24]([CH2:26][C:27]3[N:31]([CH3:32])[C:30]4[CH:33]=[CH:34][C:35]([C:37]([OH:39])=[O:38])=[CH:36][C:29]=4[N:28]=3)=[N:1][C:2]=2[CH:3]=1. The yield is 0.480. (4) The reactants are [Cl:1][CH2:2][CH2:3][CH2:4][O:5][C:6]1[CH:15]=[C:14]2[C:9]([C:10]([NH:16][C:17]3[NH:21][N:20]=[C:19]([CH2:22][C:23]([OH:25])=O)[CH:18]=3)=[N:11][CH:12]=[N:13]2)=[CH:8][C:7]=1[O:26][CH3:27].[F:28][C:29]1[CH:30]=[C:31]([CH:33]=[CH:34][CH:35]=1)[NH2:32].Cl.CN(C)CCCN=C=NCC.OC1C=CC=C[N+]=1[O-].C(N(C(C)C)CC)(C)C. The catalyst is CN(C)C=O. The product is [Cl:1][CH2:2][CH2:3][CH2:4][O:5][C:6]1[CH:15]=[C:14]2[C:9]([C:10]([NH:16][C:17]3[NH:21][N:20]=[C:19]([CH2:22][C:23]([NH:32][C:31]4[CH:33]=[CH:34][CH:35]=[C:29]([F:28])[CH:30]=4)=[O:25])[CH:18]=3)=[N:11][CH:12]=[N:13]2)=[CH:8][C:7]=1[O:26][CH3:27]. The yield is 0.460.